Dataset: Experimentally validated miRNA-target interactions with 360,000+ pairs, plus equal number of negative samples. Task: Binary Classification. Given a miRNA mature sequence and a target amino acid sequence, predict their likelihood of interaction. (1) The miRNA is hsa-miR-483-5p with sequence AAGACGGGAGGAAAGAAGGGAG. The protein sequence of the target gene is MALSQGLFTFKDVAIEFSQEEWECLDPAQRALYRDVMLENYRNLLSLDEDNIPPEDDISVGFTSKGLSPKENNKEELYHLVILERKESHGINNFDLKEVWENMPKFDSLWDYDVKNYKGMPLTCNKNLTHRKDQQHNKSSIHFSLKQSVSIRDSAHQYFIHDKPFIRNLLKLKNNIRYAGNKYVKCFENKIGLSLQAQLAELQRFQTGEKMYECNPVEKSINSSSVSPLPPCVKNICNKYRKILKYPLLHTQYGRTHIREKSYKCNDCGKAFSKSSNLTNHQRIHSGQRPYKCNECGKAF.... Result: 1 (interaction). (2) The miRNA is hsa-miR-6760-5p with sequence CAGGGAGAAGGUGGAAGUGCAGA. The protein sequence of the target gene is MAAAVPRAAFLSPLLPLLLGFLLLSAPHGGSGLHTKGALPLDTVTFYKVIPKSKFVLVKFDTQYPYGEKQDEFKRLAENSASSDDLLVAEVGISDYGDKLNMELSEKYKLDKESYPVFYLFRDGDFENPVPYTGAVKVGAIQRWLKGQGVYLGMPGCLPVYDALAGEFIRASGVEARQALLKQGQDNLSSVKETQKKWAEQYLKIMGKILDQGEDFPASEMTRIARLIEKNKMSDGKKEELQKSLNILTAFQKKGAEKEEL. Result: 0 (no interaction). (3) The miRNA is hsa-miR-598-3p with sequence UACGUCAUCGUUGUCAUCGUCA. The protein sequence of the target gene is MARPLRAPLRRSFSDHIRDSTARALDVIWKNTRDRRLAEIEAKEACDWLRAAGFPQYAQLYEDLLFPIDISSVKREHDFLDRDAIEALCRRLNTLNKCAVMKLEISPHRKRSEDSDEDEPCAISGKWTFQRDSKRWSRLEEFDVFSPKQDPIPGSPDAVHLKSAPSHENMQTDLSDRQEVASVHSTGSLTTHAPQRGEAAPARTNSVLSVCSSGTFVGNDDSFCSLPSPKELSSFSFSMKGHEKAAKSKTHSLLKRMESLKLKGSHHSKHKAPSKLGLIISGPILQEGVDEEKLKQLNCV.... Result: 0 (no interaction). (4) The protein sequence of the target gene is MKPSLLCRPLSCFLMLLPWPLATLTSTTLWQCPPGEEPDLDPGQGTLCRPCPPGTFSAAWGSSPCQPHARCSLWRRLEAQVGMATRDTLCGDCWPGWFGPWGVPRVPCQPCSWAPLGTHGCDEWGRRARRGVEVAAGASSGGETRQPGNGTRAGGPEETAAQYAVIAIVPVFCLMGLLGILVCNLLKRKGYHCTAHKEVGPGPGGGGSGINPAYRTEDANEDTIGVLVRLITEKKENAAALEELLKEYHSKQLVQTSHRPVSKLPPAPPNVPHICPHRHHLHTVQGLASLSGPCCSRCSQ.... The miRNA is hsa-miR-186-5p with sequence CAAAGAAUUCUCCUUUUGGGCU. Result: 0 (no interaction). (5) The miRNA is hsa-miR-190a-3p with sequence CUAUAUAUCAAACAUAUUCCU. The protein sequence of the target gene is MTPILTVLICLGLSLGPRTHVQAGHLPKPTLWAEPGSVITQGSPVTLRCQGGQETQEYRLYREKKTALWITRIPQELVKKGQFPIPSITWEHAGRYRCYYGSDTAGRSESSDPLELVVTGAYIKPTLSAQPSPVVNSGGNVILQCDSQVAFDGFSLCKEGEDEHPQCLNSQPHARGSSRAIFSVGPVSPSRRWWYRCYAYDSNSPYEWSLPSDLLELLVLGVSKKPSLSVQPGPIVAPEETLTLQCGSDAGYNRFVLYKDGERDFLQLAGAQPQAGLSQANFTLGPVSRSYGGQYRCYGA.... Result: 1 (interaction). (6) The miRNA is hsa-miR-100-5p with sequence AACCCGUAGAUCCGAACUUGUG. Result: 0 (no interaction). The protein sequence of the target gene is MTLEEFSAGEQKTERMDKVGDALEEVLSKALSQRTITVGVYEAAKLLNVDPDNVVLCLLAADEDDDRDVALQIHFTLIQAFCCENDINILRVSNPGRLAELLLLETDAGPAASEGAEQPPDLHCVLVTNPHSSQWKDPALSQLICFCRESRYMDQWVPVINLPER.